This data is from CYP2C19 inhibition data for predicting drug metabolism from PubChem BioAssay. The task is: Regression/Classification. Given a drug SMILES string, predict its absorption, distribution, metabolism, or excretion properties. Task type varies by dataset: regression for continuous measurements (e.g., permeability, clearance, half-life) or binary classification for categorical outcomes (e.g., BBB penetration, CYP inhibition). Dataset: cyp2c19_veith. The compound is O=C1[C@H]2CC[C@@H]3/C(=N\OCc4ccccc4)C[C@@H](O)[C@@H](O)[C@@H]3[C@@H]2C(=O)N1c1cccc(Oc2ccccc2)c1. The result is 0 (non-inhibitor).